Dataset: NCI-60 drug combinations with 297,098 pairs across 59 cell lines. Task: Regression. Given two drug SMILES strings and cell line genomic features, predict the synergy score measuring deviation from expected non-interaction effect. (1) Drug 1: C1CCC(C1)C(CC#N)N2C=C(C=N2)C3=C4C=CNC4=NC=N3. Drug 2: CC(C)CN1C=NC2=C1C3=CC=CC=C3N=C2N. Cell line: U251. Synergy scores: CSS=-1.14, Synergy_ZIP=0.281, Synergy_Bliss=-0.313, Synergy_Loewe=-1.66, Synergy_HSA=-2.01. (2) Drug 1: C1=NC2=C(N=C(N=C2N1C3C(C(C(O3)CO)O)F)Cl)N. Drug 2: C1C(C(OC1N2C=NC3=C2NC=NCC3O)CO)O. Cell line: TK-10. Synergy scores: CSS=13.2, Synergy_ZIP=-2.50, Synergy_Bliss=4.38, Synergy_Loewe=1.54, Synergy_HSA=1.50. (3) Drug 1: CN1CCC(CC1)COC2=C(C=C3C(=C2)N=CN=C3NC4=C(C=C(C=C4)Br)F)OC. Drug 2: CC(C)CN1C=NC2=C1C3=CC=CC=C3N=C2N. Cell line: NCI-H522. Synergy scores: CSS=23.5, Synergy_ZIP=-5.47, Synergy_Bliss=-1.75, Synergy_Loewe=-10.8, Synergy_HSA=-3.00. (4) Drug 1: CN(C)N=NC1=C(NC=N1)C(=O)N. Drug 2: COC1=C2C(=CC3=C1OC=C3)C=CC(=O)O2. Cell line: HOP-92. Synergy scores: CSS=2.81, Synergy_ZIP=0.194, Synergy_Bliss=3.24, Synergy_Loewe=-1.02, Synergy_HSA=0.706. (5) Drug 1: C1=CC(=CC=C1CCCC(=O)O)N(CCCl)CCCl. Drug 2: COC1=NC(=NC2=C1N=CN2C3C(C(C(O3)CO)O)O)N. Cell line: UACC62. Synergy scores: CSS=12.8, Synergy_ZIP=-5.70, Synergy_Bliss=0.565, Synergy_Loewe=-6.81, Synergy_HSA=-1.14. (6) Drug 1: CN1C(=O)N2C=NC(=C2N=N1)C(=O)N. Drug 2: CC1=C(C=C(C=C1)C(=O)NC2=CC(=CC(=C2)C(F)(F)F)N3C=C(N=C3)C)NC4=NC=CC(=N4)C5=CN=CC=C5. Cell line: SR. Synergy scores: CSS=-6.09, Synergy_ZIP=2.64, Synergy_Bliss=1.25, Synergy_Loewe=-7.60, Synergy_HSA=-6.48. (7) Synergy scores: CSS=6.54, Synergy_ZIP=-4.23, Synergy_Bliss=-2.50, Synergy_Loewe=-40.7, Synergy_HSA=-5.81. Drug 1: C1CCC(C1)C(CC#N)N2C=C(C=N2)C3=C4C=CNC4=NC=N3. Cell line: OVCAR3. Drug 2: CN(CC1=CN=C2C(=N1)C(=NC(=N2)N)N)C3=CC=C(C=C3)C(=O)NC(CCC(=O)O)C(=O)O. (8) Drug 1: CCCCC(=O)OCC(=O)C1(CC(C2=C(C1)C(=C3C(=C2O)C(=O)C4=C(C3=O)C=CC=C4OC)O)OC5CC(C(C(O5)C)O)NC(=O)C(F)(F)F)O. Drug 2: C1CN(P(=O)(OC1)NCCCl)CCCl. Cell line: MCF7. Synergy scores: CSS=31.6, Synergy_ZIP=1.56, Synergy_Bliss=2.47, Synergy_Loewe=-20.6, Synergy_HSA=0.513. (9) Drug 1: C1=NC2=C(N1)C(=S)N=CN2. Drug 2: CC1CCC2CC(C(=CC=CC=CC(CC(C(=O)C(C(C(=CC(C(=O)CC(OC(=O)C3CCCCN3C(=O)C(=O)C1(O2)O)C(C)CC4CCC(C(C4)OC)O)C)C)O)OC)C)C)C)OC. Cell line: SK-MEL-28. Synergy scores: CSS=10.3, Synergy_ZIP=-1.98, Synergy_Bliss=0.923, Synergy_Loewe=-3.41, Synergy_HSA=-0.252. (10) Drug 1: CC1C(C(=O)NC(C(=O)N2CCCC2C(=O)N(CC(=O)N(C(C(=O)O1)C(C)C)C)C)C(C)C)NC(=O)C3=C4C(=C(C=C3)C)OC5=C(C(=O)C(=C(C5=N4)C(=O)NC6C(OC(=O)C(N(C(=O)CN(C(=O)C7CCCN7C(=O)C(NC6=O)C(C)C)C)C)C(C)C)C)N)C. Drug 2: N.N.Cl[Pt+2]Cl. Cell line: SF-268. Synergy scores: CSS=47.2, Synergy_ZIP=-1.88, Synergy_Bliss=1.67, Synergy_Loewe=3.46, Synergy_HSA=4.76.